Dataset: Forward reaction prediction with 1.9M reactions from USPTO patents (1976-2016). Task: Predict the product of the given reaction. Given the reactants O[CH2:2][C:3]1[CH:8]=[CH:7][N:6]=[C:5]([NH:9][C:10](=[O:12])[CH3:11])[CH:4]=1.C(N(CC)CC)C.CS(Cl)(=O)=O.[Br:25][C:26]1[CH:27]=[C:28]([CH:42]=[C:43]([CH3:45])[CH:44]=1)[C:29]([C:31]1[NH:36][C:35](=[O:37])[NH:34][C:33](=[O:38])[C:32]=1[CH:39]([CH3:41])[CH3:40])=[O:30].C(=O)([O-])[O-].[K+].[K+].[I-].[Li+], predict the reaction product. The product is: [Br:25][C:26]1[CH:27]=[C:28]([CH:42]=[C:43]([CH3:45])[CH:44]=1)[C:29]([C:31]1[N:36]([CH2:2][C:3]2[CH:8]=[CH:7][N:6]=[C:5]([NH:9][C:10](=[O:12])[CH3:11])[CH:4]=2)[C:35](=[O:37])[NH:34][C:33](=[O:38])[C:32]=1[CH:39]([CH3:40])[CH3:41])=[O:30].